Dataset: Reaction yield outcomes from USPTO patents with 853,638 reactions. Task: Predict the reaction yield, written as a fraction of the theoretical maximum amount of product (1.0 means a 100% yield; for example, 0.34 means a 34% yield). (1) The reactants are [CH3:1][C:2]1[CH:7]=[C:6]([S:8](=[O:11])(=[O:10])[NH2:9])[CH:5]=[CH:4][C:3]=1[NH:12][C:13]([C:15]1[CH:20]=[C:19](Cl)[N:18]=[CH:17][N:16]=1)=[O:14].[CH:22]1(CCCN)[CH2:27][CH2:26][CH2:25][CH2:24][CH2:23]1. No catalyst specified. The product is [NH2:9][S:8]([C:6]1[CH:5]=[CH:4][C:3]([NH:12][C:13]([C:15]2[CH:20]=[C:19]([N:12]([CH:22]3[CH2:23][CH2:24][CH2:25][CH2:26][CH2:27]3)[CH2:3][CH2:2][CH3:1])[N:18]=[CH:17][N:16]=2)=[O:14])=[C:2]([CH3:1])[CH:7]=1)(=[O:11])=[O:10]. The yield is 0.820. (2) The reactants are C([N-]C(C)C)(C)C.[Li+].[O:9]1[CH2:14][CH2:13][CH:12]([C:15]([O:17][CH3:18])=[O:16])[CH2:11][CH2:10]1.CN(C)P(N(C)C)(N(C)C)=O.[Cl:30][C:31]#[C:32]Cl. The catalyst is O1CCCC1.CCCCCCC.C(C1C=CC=CC=1)C. The product is [CH3:18][O:17][C:15]([C:12]1([C:32]#[C:31][Cl:30])[CH2:13][CH2:14][O:9][CH2:10][CH2:11]1)=[O:16]. The yield is 0.670. (3) The yield is 0.640. The reactants are C(OC(=O)[NH:7][CH2:8][C:9]1([C:17]2[NH:21][C:20](=[O:22])[O:19][N:18]=2)[C:11]2([CH2:16][CH2:15][CH2:14][CH2:13][CH2:12]2)[CH2:10]1)(C)(C)C.[ClH:24].CCOCC. The catalyst is O1CCOCC1. The product is [ClH:24].[NH2:7][CH2:8][C:9]1([C:17]2[NH:21][C:20](=[O:22])[O:19][N:18]=2)[C:11]2([CH2:12][CH2:13][CH2:14][CH2:15][CH2:16]2)[CH2:10]1. (4) The reactants are C1(P(C2C=CC=CC=2)C2C=CC=CC=2)C=CC=CC=1.[Br:20]Br.[OH:22][C:23]1[CH:32]=[CH:31][C:30]2[C:25](=[CH:26][C:27](O)=[CH:28][CH:29]=2)[CH:24]=1. The catalyst is C(#N)C.C(Cl)Cl. The product is [Br:20][C:27]1[CH:26]=[C:25]2[C:30]([CH:31]=[CH:32][C:23]([OH:22])=[CH:24]2)=[CH:29][CH:28]=1. The yield is 0.640. (5) The reactants are [Br:1][C:2]1[CH:10]=[C:9]2[C:5]([CH:6]=[C:7]([C:11](O)=[O:12])[NH:8]2)=[CH:4][CH:3]=1.[H-].[Al+3].[Li+].[H-].[H-].[H-]. The catalyst is C1COCC1. The product is [Br:1][C:2]1[CH:10]=[C:9]2[C:5]([CH:6]=[C:7]([CH2:11][OH:12])[NH:8]2)=[CH:4][CH:3]=1. The yield is 0.830. (6) The reactants are [C:1]([O:5]N[C@H](C(O)=O)C)([CH3:4])([CH3:3])[CH3:2].C1C=C[C:15]2N(O)N=[N:18][C:16]=2[CH:17]=1.CN1C[CH2:27][O:26]CC1.Cl.[NH2:30][C@H:31]([C:35]([NH2:37])=[O:36])[CH:32]([CH3:34])[CH3:33].CN(C=[O:42])C. The yield is 0.740. The product is [C:1]([O:5][C:27]([NH:18][C@H:16]([C:17]([NH:30][C@H:31]([C:35]([NH2:37])=[O:36])[CH:32]([CH3:34])[CH3:33])=[O:42])[CH3:15])=[O:26])([CH3:2])([CH3:3])[CH3:4]. The catalyst is C(Cl)CCl. (7) The product is [Br:19][CH2:16][C:13]1[S:12][C:11]([C:8]2[CH:9]=[CH:10][C:5]([C:1]([CH3:4])([CH3:3])[CH3:2])=[CH:6][CH:7]=2)=[N:15][CH:14]=1. The catalyst is C(Cl)Cl. The yield is 0.590. The reactants are [C:1]([C:5]1[CH:10]=[CH:9][C:8]([C:11]2[S:12][C:13]([CH2:16]O)=[CH:14][N:15]=2)=[CH:7][CH:6]=1)([CH3:4])([CH3:3])[CH3:2].C(Br)(Br)(Br)[Br:19].C1(P(C2C=CC=CC=2)C2C=CC=CC=2)C=CC=CC=1.